Dataset: NCI-60 drug combinations with 297,098 pairs across 59 cell lines. Task: Regression. Given two drug SMILES strings and cell line genomic features, predict the synergy score measuring deviation from expected non-interaction effect. Drug 1: CC1=C(C=C(C=C1)NC2=NC=CC(=N2)N(C)C3=CC4=NN(C(=C4C=C3)C)C)S(=O)(=O)N.Cl. Drug 2: C1=NC2=C(N=C(N=C2N1C3C(C(C(O3)CO)O)O)F)N. Cell line: UACC62. Synergy scores: CSS=3.13, Synergy_ZIP=-0.862, Synergy_Bliss=2.18, Synergy_Loewe=2.36, Synergy_HSA=2.21.